From a dataset of Forward reaction prediction with 1.9M reactions from USPTO patents (1976-2016). Predict the product of the given reaction. (1) Given the reactants [CH3:1][O:2][C:3]1[CH:12]=[C:11]2[C:6]([C:7]([CH3:35])=[CH:8][C:9](=[O:34])[N:10]2[CH2:13][CH2:14][CH2:15][C:16]2([C:29]([O:31][CH2:32][CH3:33])=[O:30])[CH2:21][CH2:20][N:19](C(OC(C)(C)C)=O)[CH2:18][CH2:17]2)=[CH:5][CH:4]=1.FC(F)(F)C(O)=O, predict the reaction product. The product is: [CH3:1][O:2][C:3]1[CH:12]=[C:11]2[C:6]([C:7]([CH3:35])=[CH:8][C:9](=[O:34])[N:10]2[CH2:13][CH2:14][CH2:15][C:16]2([C:29]([O:31][CH2:32][CH3:33])=[O:30])[CH2:21][CH2:20][NH:19][CH2:18][CH2:17]2)=[CH:5][CH:4]=1. (2) Given the reactants [CH3:1][N:2]([CH3:22])[CH:3]1[CH2:7][CH2:6][N:5]([C:8]2[N:13]=[CH:12][C:11]([N:14]3[CH:19]=[CH:18][C:17]([OH:20])=[CH:16][C:15]3=[O:21])=[CH:10][CH:9]=2)[CH2:4]1.C1(P(C2C=CC=CC=2)C2C=CC=CC=2)C=CC=CC=1.[N:42]1[CH:47]=[CH:46][CH:45]=[CH:44][C:43]=1[CH2:48]O.N(/C(OC(C)(C)C)=O)=N\C(OC(C)(C)C)=O, predict the reaction product. The product is: [N:42]1[CH:47]=[CH:46][CH:45]=[CH:44][C:43]=1[CH2:48][O:20][C:17]1[CH:18]=[CH:19][N:14]([C:11]2[CH:12]=[N:13][C:8]([N:5]3[CH2:6][CH2:7][CH:3]([N:2]([CH3:22])[CH3:1])[CH2:4]3)=[CH:9][CH:10]=2)[C:15](=[O:21])[CH:16]=1. (3) Given the reactants [C:1]([O:5][C:6](=[O:14])[NH:7][CH:8]1[CH2:13][CH2:12][NH:11][CH2:10][CH2:9]1)([CH3:4])([CH3:3])[CH3:2].I[CH:16]1[CH2:20][CH2:19][CH2:18][CH2:17]1.C([O-])([O-])=O.[K+].[K+], predict the reaction product. The product is: [C:1]([O:5][C:6](=[O:14])[NH:7][CH:8]1[CH2:13][CH2:12][N:11]([CH:16]2[CH2:20][CH2:19][CH2:18][CH2:17]2)[CH2:10][CH2:9]1)([CH3:4])([CH3:2])[CH3:3]. (4) The product is: [NH2:22][C:17]1[CH:16]=[C:15]([N:5]2[CH2:6][C:7]3[C:8](=[N:9][C:10]([S:13][CH3:14])=[N:11][CH:12]=3)[N:3]([CH2:1][CH3:2])[C:4]2=[O:25])[CH:20]=[CH:19][C:18]=1[F:21]. Given the reactants [CH2:1]([N:3]1[C:8]2=[N:9][C:10]([S:13][CH3:14])=[N:11][CH:12]=[C:7]2[CH2:6][N:5]([C:15]2[CH:20]=[CH:19][C:18]([F:21])=[C:17]([N+:22]([O-])=O)[CH:16]=2)[C:4]1=[O:25])[CH3:2], predict the reaction product. (5) Given the reactants Cl[C:2]1[N:7]=[C:6]([NH:8][CH2:9][C:10]2[CH:15]=[CH:14][C:13]([O:16][CH3:17])=[C:12]([O:18][CH3:19])[CH:11]=2)[N:5]2[N:20]=[C:21]([C:23]3[O:24][CH:25]=[CH:26][CH:27]=3)[N:22]=[C:4]2[CH:3]=1.[Si:28]([O:35][CH2:36][Sn](CCCC)(CCCC)CCCC)([C:31]([CH3:34])([CH3:33])[CH3:32])([CH3:30])[CH3:29].[CH3:50][CH2:51][CH2:52][CH2:53][CH2:54][CH3:55].C(OCC)(=O)C, predict the reaction product. The product is: [Si:28]([O:35][CH2:36][C:2]1[N:7]=[C:6]([NH:8][CH2:9][C:10]2[CH:15]=[CH:14][C:13]([O:16][CH3:17])=[C:12]([O:18][CH3:19])[CH:11]=2)[N:5]2[N:20]=[C:21]([C:23]3[O:24][CH:25]=[CH:26][CH:27]=3)[N:22]=[C:4]2[CH:3]=1)([C:31]([CH3:34])([CH3:33])[CH3:32])([CH3:30])[CH3:29].[CH2:52]([C:51]1[N:7]=[C:6]([NH:8][CH2:9][C:10]2[CH:15]=[CH:14][C:13]([O:16][CH3:17])=[C:12]([O:18][CH3:19])[CH:11]=2)[N:5]2[N:20]=[C:21]([C:23]3[O:24][CH:25]=[CH:26][CH:27]=3)[N:22]=[C:4]2[CH:50]=1)[CH2:53][CH2:54][CH3:55]. (6) Given the reactants C(OC(=O)CC[CH2:7][NH:8][C:9]([NH:11][C:12]1[S:13][C:14]([C:18]2[CH:23]=[CH:22][C:21]([S:24]([CH3:27])(=[O:26])=[O:25])=[C:20]([F:28])[CH:19]=2)=[C:15]([CH3:17])[N:16]=1)=[O:10])C.[CH2:30]([O:32][C:33](=[O:39])[CH2:34]CN=C=O)[CH3:31], predict the reaction product. The product is: [CH2:30]([O:32][C:33](=[O:39])[CH2:34][CH2:7][NH:8][C:9]([NH:11][C:12]1[S:13][C:14]([C:18]2[CH:23]=[CH:22][C:21]([S:24]([CH3:27])(=[O:26])=[O:25])=[C:20]([F:28])[CH:19]=2)=[C:15]([CH3:17])[N:16]=1)=[O:10])[CH3:31]. (7) The product is: [O:15]=[C:14]1[O:16][CH2:18][C:19]([C:21]2[CH:31]=[CH:30][C:24]3[O:25][CH2:26][C:27](=[O:29])[NH:28][C:23]=3[CH:22]=2)=[C:13]1[C:7]1[CH:12]=[CH:11][CH:10]=[CH:9][CH:8]=1. Given the reactants C(=O)([O-])[O-].[Cs+].[Cs+].[C:7]1([CH2:13][C:14]([OH:16])=[O:15])[CH:12]=[CH:11][CH:10]=[CH:9][CH:8]=1.Cl[CH2:18][C:19]([C:21]1[CH:31]=[CH:30][C:24]2[O:25][CH2:26][C:27](=[O:29])[NH:28][C:23]=2[CH:22]=1)=O.O, predict the reaction product. (8) Given the reactants [C:1](OCC)(=[O:5])/[CH:2]=[CH:3]/[CH3:4].[CH3:9][CH:10]([CH2:13][CH2:14][CH3:15])[CH:11]=[O:12].CC(C1OC(=O)CC1)CCC, predict the reaction product. The product is: [CH3:4][CH:3]1[CH:11]([CH:10]([CH2:13][CH2:14][CH3:15])[CH3:9])[O:12][C:1](=[O:5])[CH2:2]1.